From a dataset of Catalyst prediction with 721,799 reactions and 888 catalyst types from USPTO. Predict which catalyst facilitates the given reaction. (1) Reactant: [C:1]([O-:15])(=[O:14])[CH2:2][CH2:3][NH:4][C:5](=[O:13])[C@H:6]([C:8]([CH2:11][OH:12])([CH3:10])[CH3:9])[OH:7].C([O-])(=O)C. Product: [C:1]([OH:15])(=[O:14])[CH2:2][CH2:3][NH:4][C:5](=[O:13])[C@H:6]([C:8]([CH2:11][OH:12])([CH3:10])[CH3:9])[OH:7]. The catalyst class is: 5. (2) Reactant: [NH2:1][C:2]1[C:10]2[C:9]([C:11]3[CH:16]=[CH:15][C:14]([Cl:17])=[C:13]([Cl:18])[CH:12]=3)=[N:8][C:7](S(C)=O)=[N:6][C:5]=2[S:4][C:3]=1[C:22]([NH2:24])=[O:23].[NH2:25][C@@H:26]([CH:29]([CH3:31])[CH3:30])[CH2:27][OH:28]. Product: [OH:28][CH2:27][C@H:26]([NH:25][C:7]1[N:8]=[C:9]([C:11]2[CH:16]=[CH:15][C:14]([Cl:17])=[C:13]([Cl:18])[CH:12]=2)[C:10]2[C:2]([NH2:1])=[C:3]([C:22]([NH2:24])=[O:23])[S:4][C:5]=2[N:6]=1)[CH:29]([CH3:31])[CH3:30]. The catalyst class is: 1. (3) Reactant: [N:1]1[CH:6]=[CH:5][CH:4]=[CH:3][C:2]=1[C:7]1[N:12]=[CH:11][C:10]([C:13](Cl)=[O:14])=[CH:9][N:8]=1.[NH2:16][N:17]1[C:25]2[C:20](=[C:21]([F:26])[CH:22]=[CH:23][CH:24]=2)[CH:19]=[CH:18]1.C([O-])([O-])=O.[K+].[K+].O. Product: [F:26][C:21]1[CH:22]=[CH:23][CH:24]=[C:25]2[C:20]=1[CH:19]=[CH:18][N:17]2[NH:16][C:13]([C:10]1[CH:9]=[N:8][C:7]([C:2]2[CH:3]=[CH:4][CH:5]=[CH:6][N:1]=2)=[N:12][CH:11]=1)=[O:14]. The catalyst class is: 25. (4) Reactant: [CH3:1][C:2]([C:35]([OH:37])=[O:36])([C:4]1[CH:5]=[CH:6][C:7]([CH:10]([OH:34])[CH2:11][CH2:12][CH2:13][N:14]2[CH2:19][CH2:18][CH:17]([C:20]([OH:33])([C:27]3[CH:28]=[CH:29][CH:30]=[CH:31][CH:32]=3)[C:21]3[CH:22]=[CH:23][CH:24]=[CH:25][CH:26]=3)[CH2:16][CH2:15]2)=[CH:8][CH:9]=1)[CH3:3].[ClH:38].C(O)(C)C. Product: [CH3:3][C:2]([C:35]([OH:37])=[O:36])([C:4]1[CH:9]=[CH:8][C:7]([CH:10]([OH:34])[CH2:11][CH2:12][CH2:13][N:14]2[CH2:15][CH2:16][CH:17]([C:20]([OH:33])([C:21]3[CH:26]=[CH:25][CH:24]=[CH:23][CH:22]=3)[C:27]3[CH:28]=[CH:29][CH:30]=[CH:31][CH:32]=3)[CH2:18][CH2:19]2)=[CH:6][CH:5]=1)[CH3:1].[ClH:38]. The catalyst class is: 11. (5) Reactant: [CH3:1][C:2]1[CH:7]=[CH:6][C:5]([S:8]([O:11][CH2:12][CH:13]2[CH2:17][C:16]3[CH:18]=[CH:19][CH:20]=[C:21](OS(C(F)(F)F)(=O)=O)[C:15]=3[O:14]2)(=[O:10])=[O:9])=[CH:4][CH:3]=1.[Cl:30][C:31]1[CH:32]=[C:33](B(O)O)[CH:34]=[CH:35][C:36]=1[F:37].P([O-])([O-])([O-])=O.[K+].[K+].[K+]. Product: [CH3:1][C:2]1[CH:7]=[CH:6][C:5]([S:8]([O:11][CH2:12][CH:13]2[CH2:17][C:16]3[CH:18]=[CH:19][CH:20]=[C:21]([C:33]4[CH:34]=[CH:35][C:36]([F:37])=[C:31]([Cl:30])[CH:32]=4)[C:15]=3[O:14]2)(=[O:9])=[O:10])=[CH:4][CH:3]=1. The catalyst class is: 73. (6) The catalyst class is: 6. Product: [F:26][C:5]1[C:6]([NH:8][C:9]2[C:10]3[CH2:16][N:15]([C:17]([O:19][C:20]([CH3:23])([CH3:22])[CH3:21])=[O:18])[C:14]([CH3:25])([CH3:24])[C:11]=3[NH:12][N:13]=2)=[N:7][C:2]([CH:27]=[CH2:28])=[N:3][CH:4]=1. Reactant: Cl[C:2]1[N:7]=[C:6]([NH:8][C:9]2[C:10]3[CH2:16][N:15]([C:17]([O:19][C:20]([CH3:23])([CH3:22])[CH3:21])=[O:18])[C:14]([CH3:25])([CH3:24])[C:11]=3[NH:12][N:13]=2)[C:5]([F:26])=[CH:4][N:3]=1.[CH3:27][C:28]1(C)C(C)(C)OB(C=C)O1.C([O-])([O-])=O.[Na+].[Na+].COCCOC.